Predict the reactants needed to synthesize the given product. From a dataset of Full USPTO retrosynthesis dataset with 1.9M reactions from patents (1976-2016). The reactants are: [CH:1]1([C:7]2[N:11]3[C:12]4[C:17]([NH:18][C:19](=[O:20])[C:10]3=[CH:9][N:8]=2)=[CH:16][C:15]([C:21]([OH:23])=O)=[CH:14][CH:13]=4)[CH2:6][CH2:5][CH2:4][CH2:3][CH2:2]1.CN(C)C(=O)C.C(N1C=CN=C1)(N1C=CN=C1)=O.O[NH:43][C:44](=[NH:46])[CH3:45]. Given the product [CH:1]1([C:7]2[N:11]3[C:12]4[C:17]([NH:18][C:19](=[O:20])[C:10]3=[CH:9][N:8]=2)=[CH:16][C:15]([C:21]2[O:23][N:46]=[C:44]([CH3:45])[N:43]=2)=[CH:14][CH:13]=4)[CH2:6][CH2:5][CH2:4][CH2:3][CH2:2]1, predict the reactants needed to synthesize it.